Dataset: Forward reaction prediction with 1.9M reactions from USPTO patents (1976-2016). Task: Predict the product of the given reaction. (1) Given the reactants [Cl:1][C:2]1[CH:8]=[CH:7][CH:6]=[C:5]([F:9])[C:3]=1[NH2:4].Cl[C:11]1[CH:20]=[CH:19][C:18]2[C:13](=[C:14]([C:21]3[NH:29][C:28]4[CH2:27][CH2:26][NH:25][C:24](=[O:30])[C:23]=4[CH:22]=3)[CH:15]=[CH:16][CH:17]=2)[N:12]=1.[Li+].C[Si]([N-][Si](C)(C)C)(C)C, predict the reaction product. The product is: [Cl:1][C:2]1[CH:8]=[CH:7][CH:6]=[C:5]([F:9])[C:3]=1[NH:4][C:11]1[CH:20]=[CH:19][C:18]2[C:13](=[C:14]([C:21]3[NH:29][C:28]4[CH2:27][CH2:26][NH:25][C:24](=[O:30])[C:23]=4[CH:22]=3)[CH:15]=[CH:16][CH:17]=2)[N:12]=1.[Cl:1][C:2]1[CH:8]=[CH:7][CH:6]=[C:5]([F:9])[C:3]=1[NH:4][C:11]1[CH:20]=[CH:19][C:18]2[C:13](=[C:14]([C:21]3[NH:29][C:28]4[CH:27]=[CH:26][NH:25][C:24](=[O:30])[C:23]=4[CH:22]=3)[CH:15]=[CH:16][CH:17]=2)[N:12]=1. (2) Given the reactants I[C:2]1[CH:3]=[C:4]([N:11]2[CH2:16][CH2:15][O:14][CH2:13][CH2:12]2)[CH:5]=[C:6]([N+:8]([O-:10])=[O:9])[CH:7]=1.[B:17]1([B:17]2[O:21][C:20]([CH3:23])([CH3:22])[C:19]([CH3:25])([CH3:24])[O:18]2)[O:21][C:20]([CH3:23])([CH3:22])[C:19]([CH3:25])([CH3:24])[O:18]1.CC([O-])=O.[K+], predict the reaction product. The product is: [N+:8]([C:6]1[CH:5]=[C:4]([N:11]2[CH2:16][CH2:15][O:14][CH2:13][CH2:12]2)[CH:3]=[C:2]([B:17]2[O:21][C:20]([CH3:23])([CH3:22])[C:19]([CH3:25])([CH3:24])[O:18]2)[CH:7]=1)([O-:10])=[O:9]. (3) The product is: [I:1][C:2]1[C:7]([O:8][CH2:12]/[CH:13]=[CH:14]/[C:15]([O:17][CH2:18][CH3:19])=[O:16])=[C:6]([O:9][CH3:10])[CH:5]=[CH:4][CH:3]=1. Given the reactants [I:1][C:2]1[C:7]([OH:8])=[C:6]([O:9][CH3:10])[CH:5]=[CH:4][CH:3]=1.Br[CH2:12]/[CH:13]=[CH:14]/[C:15]([O:17][CH2:18][CH3:19])=[O:16], predict the reaction product. (4) Given the reactants Cl[C:2]1[N:7]=[C:6]([C:8]2[N:12]3[CH:13]=[CH:14][CH:15]=[CH:16][C:11]3=[N:10][C:9]=2[C:17]2[CH:18]=[CH:19][C:20]([O:34][CH3:35])=[C:21]([CH:33]=2)[C:22]([NH:24][C:25]2[C:30]([F:31])=[CH:29][CH:28]=[CH:27][C:26]=2[F:32])=[O:23])[CH:5]=[CH:4][N:3]=1.[CH2:36]([C:38]1[C:39]([N:48]2[CH2:53][CH2:52][CH:51]([N:54]3[CH2:59][CH2:58][N:57]([S:60]([CH3:63])(=[O:62])=[O:61])[CH2:56][CH2:55]3)[CH2:50][CH2:49]2)=[CH:40][C:41]([O:45][CH2:46][CH3:47])=[C:42]([NH2:44])[CH:43]=1)[CH3:37].Cl, predict the reaction product. The product is: [F:32][C:26]1[CH:27]=[CH:28][CH:29]=[C:30]([F:31])[C:25]=1[NH:24][C:22](=[O:23])[C:21]1[CH:33]=[C:17]([C:9]2[N:10]=[C:11]3[CH:16]=[CH:15][CH:14]=[CH:13][N:12]3[C:8]=2[C:6]2[CH:5]=[CH:4][N:3]=[C:2]([NH:44][C:42]3[CH:43]=[C:38]([CH2:36][CH3:37])[C:39]([N:48]4[CH2:49][CH2:50][CH:51]([N:54]5[CH2:55][CH2:56][N:57]([S:60]([CH3:63])(=[O:62])=[O:61])[CH2:58][CH2:59]5)[CH2:52][CH2:53]4)=[CH:40][C:41]=3[O:45][CH2:46][CH3:47])[N:7]=2)[CH:18]=[CH:19][C:20]=1[O:34][CH3:35]. (5) Given the reactants [NH2:1][C:2]1[N:7]=[CH:6][N:5]=[C:4]([O:8][CH3:9])[CH:3]=1.Cl[C:11](Cl)([O:13]C(=O)OC(Cl)(Cl)Cl)Cl.C(N(C(C)C)CC)(C)C.[CH3:31][NH:32][C:33]([C:35]1[CH:40]=[C:39]([O:41][C:42]2[CH:47]=[CH:46][C:45]([NH2:48])=[C:44]([F:49])[CH:43]=2)[CH:38]=[CH:37][N:36]=1)=[O:34], predict the reaction product. The product is: [CH3:31][NH:32][C:33]([C:35]1[CH:40]=[C:39]([O:41][C:42]2[CH:47]=[CH:46][C:45]([NH:48][C:11]([NH:1][C:2]3[CH:3]=[C:4]([O:8][CH3:9])[N:5]=[CH:6][N:7]=3)=[O:13])=[C:44]([F:49])[CH:43]=2)[CH:38]=[CH:37][N:36]=1)=[O:34]. (6) Given the reactants Br.[CH3:2][C:3]1([CH3:9])[NH:7][C:6]([NH2:8])=[N:5][CH2:4]1.[N:10]1[CH:15]=[CH:14][C:13]([C:16](=O)[CH2:17][C:18](OCC)=[O:19])=[CH:12][CH:11]=1.C(=O)([O-])[O-].[K+].[K+], predict the reaction product. The product is: [CH3:2][C:3]1([CH3:9])[CH2:4][N:5]2[C:18](=[O:19])[CH:17]=[C:16]([C:13]3[CH:14]=[CH:15][N:10]=[CH:11][CH:12]=3)[N:8]=[C:6]2[NH:7]1. (7) Given the reactants [Cl:1][C:2]1[CH:11]=[CH:10][C:9]([CH2:12][NH:13][C:14]([CH:16]2[CH2:18][CH2:17]2)=[O:15])=[CH:8][C:3]=1[C:4]([O:6]C)=[O:5].CO.[OH-].[Na+], predict the reaction product. The product is: [Cl:1][C:2]1[CH:11]=[CH:10][C:9]([CH2:12][NH:13][C:14]([CH:16]2[CH2:18][CH2:17]2)=[O:15])=[CH:8][C:3]=1[C:4]([OH:6])=[O:5].